This data is from Full USPTO retrosynthesis dataset with 1.9M reactions from patents (1976-2016). The task is: Predict the reactants needed to synthesize the given product. (1) Given the product [C:10]([O:14][C:15]([N:17]1[CH2:22][CH2:21][CH:20]([CH2:23][C:25]2[CH:30]=[CH:29][C:28]([Br:31])=[CH:27][N:26]=2)[CH2:19][CH2:18]1)=[O:16])([CH3:13])([CH3:12])[CH3:11], predict the reactants needed to synthesize it. The reactants are: B1C2CCCC1CCC2.[C:10]([O:14][C:15]([N:17]1[CH2:22][CH2:21][C:20](=[CH2:23])[CH2:19][CH2:18]1)=[O:16])([CH3:13])([CH3:12])[CH3:11].Br[C:25]1[CH:30]=[CH:29][C:28]([Br:31])=[CH:27][N:26]=1.C([O-])([O-])=O.[K+].[K+]. (2) Given the product [CH3:1][O:2][CH2:3][CH2:4][O:5][C:6]1[CH:7]=[C:8]2[C:20]([NH:21][C:22]3[CH:23]=[CH:24][CH:25]=[C:26]([C:28]#[CH:29])[CH:27]=3)=[N:19][CH:18]=[N:17][C:9]2=[CH:10][C:11]=1[O:12][CH2:13][CH2:14][O:15][CH3:16], predict the reactants needed to synthesize it. The reactants are: [CH3:1][O:2][CH2:3][CH2:4][O:5][C:6]1[CH:7]=[C:8]2[C:20]([NH:21][C:22]3[CH:23]=[CH:24][CH:25]=[C:26]([C:28]#[CH:29])[CH:27]=3)=[N:19][CH:18]=[N:17][C:9]2=[CH:10][C:11]=1[O:12][CH2:13][CH2:14][O:15][CH3:16].Cl.O.C(Cl)(Cl)Cl.[OH-].[Na+]. (3) Given the product [NH:1]([C:17]([O:19][C:20]([CH3:23])([CH3:22])[CH3:21])=[O:18])[C@H:2]([C:14]([O:16][CH3:24])=[O:15])[CH2:3][C:4](=[O:13])[O:5][CH2:6][C:7]1[CH:12]=[CH:11][CH:10]=[CH:9][CH:8]=1, predict the reactants needed to synthesize it. The reactants are: [NH:1]([C:17]([O:19][C:20]([CH3:23])([CH3:22])[CH3:21])=[O:18])[C@H:2]([C:14]([OH:16])=[O:15])[CH2:3][C:4](=[O:13])[O:5][CH2:6][C:7]1[CH:12]=[CH:11][CH:10]=[CH:9][CH:8]=1.[C:24]([O-])([O-])=O.[K+].[K+].CI. (4) Given the product [Cl:3][C:4]1[CH:9]=[CH:8][C:7]2[C:10]3[C:15](=[CH:14][N:13]=[CH:12][CH:11]=3)[C:16](=[O:17])[N:18]([CH3:19])[C:6]=2[CH:5]=1, predict the reactants needed to synthesize it. The reactants are: [H-].[Na+].[Cl:3][C:4]1[CH:9]=[CH:8][C:7]([C:10]2[C:15]([C:16]([NH:18][CH3:19])=[O:17])=[CH:14][N:13]=[CH:12][CH:11]=2)=[C:6](F)[CH:5]=1.